Regression. Given two drug SMILES strings and cell line genomic features, predict the synergy score measuring deviation from expected non-interaction effect. From a dataset of NCI-60 drug combinations with 297,098 pairs across 59 cell lines. (1) Drug 1: COC1=CC(=CC(=C1O)OC)C2C3C(COC3=O)C(C4=CC5=C(C=C24)OCO5)OC6C(C(C7C(O6)COC(O7)C8=CC=CS8)O)O. Drug 2: COCCOC1=C(C=C2C(=C1)C(=NC=N2)NC3=CC=CC(=C3)C#C)OCCOC.Cl. Cell line: T-47D. Synergy scores: CSS=36.0, Synergy_ZIP=-7.12, Synergy_Bliss=1.58, Synergy_Loewe=-11.3, Synergy_HSA=3.56. (2) Drug 1: CCC(=C(C1=CC=CC=C1)C2=CC=C(C=C2)OCCN(C)C)C3=CC=CC=C3.C(C(=O)O)C(CC(=O)O)(C(=O)O)O. Drug 2: CC1CCC2CC(C(=CC=CC=CC(CC(C(=O)C(C(C(=CC(C(=O)CC(OC(=O)C3CCCCN3C(=O)C(=O)C1(O2)O)C(C)CC4CCC(C(C4)OC)O)C)C)O)OC)C)C)C)OC. Cell line: NCI-H322M. Synergy scores: CSS=1.93, Synergy_ZIP=-0.0111, Synergy_Bliss=-0.832, Synergy_Loewe=-2.05, Synergy_HSA=-1.99. (3) Synergy scores: CSS=31.6, Synergy_ZIP=-4.00, Synergy_Bliss=-2.70, Synergy_Loewe=-16.3, Synergy_HSA=4.86. Drug 1: C1CC(=O)NC(=O)C1N2CC3=C(C2=O)C=CC=C3N. Drug 2: CC1CCC2CC(C(=CC=CC=CC(CC(C(=O)C(C(C(=CC(C(=O)CC(OC(=O)C3CCCCN3C(=O)C(=O)C1(O2)O)C(C)CC4CCC(C(C4)OC)O)C)C)O)OC)C)C)C)OC. Cell line: CCRF-CEM. (4) Drug 1: CCC1(C2=C(COC1=O)C(=O)N3CC4=CC5=C(C=CC(=C5CN(C)C)O)N=C4C3=C2)O.Cl. Drug 2: COCCOC1=C(C=C2C(=C1)C(=NC=N2)NC3=CC=CC(=C3)C#C)OCCOC.Cl. Cell line: HL-60(TB). Synergy scores: CSS=33.9, Synergy_ZIP=-0.0896, Synergy_Bliss=0.707, Synergy_Loewe=-46.4, Synergy_HSA=0.561. (5) Drug 1: C1CC(=O)NC(=O)C1N2CC3=C(C2=O)C=CC=C3N. Drug 2: CC1=C(C(=O)C2=C(C1=O)N3CC4C(C3(C2COC(=O)N)OC)N4)N. Cell line: PC-3. Synergy scores: CSS=23.7, Synergy_ZIP=-4.50, Synergy_Bliss=-2.78, Synergy_Loewe=-21.8, Synergy_HSA=1.34. (6) Cell line: OVCAR-5. Synergy scores: CSS=42.7, Synergy_ZIP=8.72, Synergy_Bliss=12.2, Synergy_Loewe=10.8, Synergy_HSA=11.9. Drug 2: CS(=O)(=O)CCNCC1=CC=C(O1)C2=CC3=C(C=C2)N=CN=C3NC4=CC(=C(C=C4)OCC5=CC(=CC=C5)F)Cl. Drug 1: CC1=C2C(C(=O)C3(C(CC4C(C3C(C(C2(C)C)(CC1OC(=O)C(C(C5=CC=CC=C5)NC(=O)C6=CC=CC=C6)O)O)OC(=O)C7=CC=CC=C7)(CO4)OC(=O)C)O)C)OC(=O)C. (7) Drug 1: CCC1(CC2CC(C3=C(CCN(C2)C1)C4=CC=CC=C4N3)(C5=C(C=C6C(=C5)C78CCN9C7C(C=CC9)(C(C(C8N6C=O)(C(=O)OC)O)OC(=O)C)CC)OC)C(=O)OC)O.OS(=O)(=O)O. Drug 2: COCCOC1=C(C=C2C(=C1)C(=NC=N2)NC3=CC=CC(=C3)C#C)OCCOC.Cl. Cell line: A498. Synergy scores: CSS=18.7, Synergy_ZIP=-1.46, Synergy_Bliss=-2.95, Synergy_Loewe=-2.35, Synergy_HSA=0.122.